Dataset: Reaction yield outcomes from USPTO patents with 853,638 reactions. Task: Predict the reaction yield, written as a fraction of the theoretical maximum amount of product (1.0 means a 100% yield; for example, 0.34 means a 34% yield). (1) The reactants are [Br:1][C:2]1[CH:19]=[CH:18][C:5]([O:6][C:7]2[C:12]([C:13]([O:15]CC)=[O:14])=[CH:11][N:10]=[CH:9][CH:8]=2)=[CH:4][CH:3]=1.[OH-].[Na+].C(O)=O.[Na+].[Cl-]. The catalyst is C1COCC1.O. The product is [Br:1][C:2]1[CH:19]=[CH:18][C:5]([O:6][C:7]2[C:12]([C:13]([OH:15])=[O:14])=[CH:11][N:10]=[CH:9][CH:8]=2)=[CH:4][CH:3]=1. The yield is 1.03. (2) The reactants are [CH3:1][C:2]1[CH:3]=[CH:4][CH:5]=[C:6]2[C:11]=1[C:10](=[O:12])[N:9]([C:13]1[CH:18]=[CH:17][CH:16]=[CH:15][C:14]=1[CH3:19])[C:8]([CH2:20][NH:21][CH3:22])=[CH:7]2.Cl[C:24]1[N:32]=[CH:31][N:30]=[C:29]2[C:25]=1[N:26]=[CH:27][N:28]2[CH:33]1[CH2:38][CH2:37][CH2:36][CH2:35][O:34]1. The catalyst is CCO. The product is [CH3:1][C:2]1[CH:3]=[CH:4][CH:5]=[C:6]2[C:11]=1[C:10](=[O:12])[N:9]([C:13]1[CH:18]=[CH:17][CH:16]=[CH:15][C:14]=1[CH3:19])[C:8]([CH2:20][N:21]([CH3:22])[C:24]1[N:32]=[CH:31][N:30]=[C:29]3[C:25]=1[N:26]=[CH:27][N:28]3[CH:33]1[CH2:38][CH2:37][CH2:36][CH2:35][O:34]1)=[CH:7]2. The yield is 0.510. (3) The yield is 0.800. The product is [CH:1]1([CH2:6][O:7][C:9]2[CH:14]=[CH:13][CH:12]=[CH:11][C:10]=2[N+:15]([O-:17])=[O:16])[CH2:5][CH2:4][CH2:3][CH2:2]1.[CH:18]1([CH2:23][O:24][C:25]2[CH:31]=[CH:30][CH:29]=[CH:28][C:26]=2[NH:27][C:6]([NH:32][C:33]2[S:34][CH:35]=[CH:36][N:37]=2)=[O:7])[CH2:19][CH2:20][CH2:21][CH2:22]1. No catalyst specified. The reactants are [CH:1]1([CH2:6][OH:7])[CH2:5][CH2:4][CH2:3][CH2:2]1.F[C:9]1[CH:14]=[CH:13][CH:12]=[CH:11][C:10]=1[N+:15]([O-:17])=[O:16].[CH:18]1([CH2:23][O:24][C:25]2[CH:31]=[CH:30][CH:29]=[CH:28][C:26]=2[NH2:27])[CH2:22][CH2:21][CH2:20][CH2:19]1.[NH2:32][C:33]1[S:34][CH:35]=[CH:36][N:37]=1. (4) The reactants are Cl[CH2:2][CH2:3][NH:4][C:5]([NH:7][CH:8]([C:16]1[CH:21]=[CH:20][CH:19]=[CH:18][CH:17]=1)[CH2:9][C:10]1[CH:15]=[CH:14][CH:13]=[CH:12][CH:11]=1)=[O:6].C(=O)([O-])[O-].[Na+].[Na+]. The catalyst is O. The product is [NH3:4].[C:16]1([CH:8]([NH:7][C:5]2[O:6][CH2:2][CH2:3][N:4]=2)[CH2:9][C:10]2[CH:15]=[CH:14][CH:13]=[CH:12][CH:11]=2)[CH:21]=[CH:20][CH:19]=[CH:18][CH:17]=1. The yield is 0.0500. (5) The yield is 0.920. The reactants are Br[C:2]1[CH:3]=[C:4]([CH:17]=[CH:18][C:19]=1[Cl:20])[C:5]([NH:7][C@@H:8]([C:10]1[CH:15]=[CH:14][CH:13]=[C:12]([Cl:16])[CH:11]=1)[CH3:9])=[O:6].C1(P(C2C=CC=CC=2)C2C3OC4C(=CC=CC=4P(C4C=CC=CC=4)C4C=CC=CC=4)C(C)(C)C=3C=CC=2)C=CC=CC=1.[C:63]1([SH:69])[CH:68]=[CH:67][CH:66]=[CH:65][CH:64]=1.C(N(C(C)C)C(C)C)C. The catalyst is C1C=CC(/C=C/C(/C=C/C2C=CC=CC=2)=O)=CC=1.C1C=CC(/C=C/C(/C=C/C2C=CC=CC=2)=O)=CC=1.C1C=CC(/C=C/C(/C=C/C2C=CC=CC=2)=O)=CC=1.[Pd].[Pd].O1CCOCC1. The product is [Cl:20][C:19]1[CH:18]=[CH:17][C:4]([C:5]([NH:7][C@@H:8]([C:10]2[CH:15]=[CH:14][CH:13]=[C:12]([Cl:16])[CH:11]=2)[CH3:9])=[O:6])=[CH:3][C:2]=1[S:69][C:63]1[CH:68]=[CH:67][CH:66]=[CH:65][CH:64]=1. (6) The reactants are Cl[C:2]1[CH:7]=[C:6]([C:8]([F:11])([F:10])[F:9])[N:5]=[C:4]([S:12][CH3:13])[N:3]=1.[CH3:14][S:15][C:16]1[CH:21]=[CH:20][C:19](B(O)O)=[CH:18][CH:17]=1.C(=O)([O-])[O-].[Na+].[Na+]. The catalyst is COCCOC.O. The product is [CH3:13][S:12][C:4]1[N:3]=[C:2]([C:19]2[CH:20]=[CH:21][C:16]([S:15][CH3:14])=[CH:17][CH:18]=2)[CH:7]=[C:6]([C:8]([F:11])([F:10])[F:9])[N:5]=1. The yield is 0.840.